This data is from Catalyst prediction with 721,799 reactions and 888 catalyst types from USPTO. The task is: Predict which catalyst facilitates the given reaction. (1) Reactant: CO.[NH2:3][C:4]1[N:9]=[C:8]([NH:10][C:11]2[CH:16]=[CH:15][C:14]([C:17]#[N:18])=[CH:13][CH:12]=2)[N:7]=[C:6]([CH2:19][C:20]2[C:28]([Cl:29])=[CH:27][CH:26]=[C:25]3[C:21]=2[CH:22]=[CH:23][N:24]3S(C2C=CC(C)=CC=2)(=O)=O)[N:5]=1.C([O-])([O-])=O.[K+].[K+]. Product: [NH2:3][C:4]1[N:5]=[C:6]([CH2:19][C:20]2[C:28]([Cl:29])=[CH:27][CH:26]=[C:25]3[C:21]=2[CH:22]=[CH:23][NH:24]3)[N:7]=[C:8]([NH:10][C:11]2[CH:16]=[CH:15][C:14]([C:17]#[N:18])=[CH:13][CH:12]=2)[N:9]=1. The catalyst class is: 6. (2) Reactant: [C:1]([C:3]1[CH:8]=[CH:7][C:6]([O:9][CH2:10][C:11]2[CH:16]=[CH:15][CH:14]=[CH:13][CH:12]=2)=[CH:5][CH:4]=1)#[CH:2].[Li]CCCC.[CH:22]1([C:25]2[C:26]([O:35][CH3:36])=[C:27]([CH:30]=[CH:31][C:32]=2[O:33][CH3:34])[CH:28]=[O:29])[CH2:24][CH2:23]1. Product: [CH:22]1([C:25]2[C:26]([O:35][CH3:36])=[C:27]([CH:28]([OH:29])[C:2]#[C:1][C:3]3[CH:8]=[CH:7][C:6]([O:9][CH2:10][C:11]4[CH:16]=[CH:15][CH:14]=[CH:13][CH:12]=4)=[CH:5][CH:4]=3)[CH:30]=[CH:31][C:32]=2[O:33][CH3:34])[CH2:23][CH2:24]1. The catalyst class is: 7.